The task is: Predict the reaction yield, written as a fraction of the theoretical maximum amount of product (1.0 means a 100% yield; for example, 0.34 means a 34% yield).. This data is from Reaction yield outcomes from USPTO patents with 853,638 reactions. (1) The reactants are [Cl:1][C:2]1[N:3]=[C:4](Cl)[C:5]2[CH2:10][CH2:9][CH:8]([C:11]3[CH:16]=[C:15]([F:17])[CH:14]=[C:13]([F:18])[CH:12]=3)[C:6]=2[N:7]=1.[CH3:20][NH2:21]. The catalyst is CO. The product is [Cl:1][C:2]1[N:3]=[C:4]([NH:21][CH3:20])[C:5]2[CH2:10][CH2:9][CH:8]([C:11]3[CH:16]=[C:15]([F:17])[CH:14]=[C:13]([F:18])[CH:12]=3)[C:6]=2[N:7]=1. The yield is 0.305. (2) The reactants are C(NC(C)C)(C)C.[Li]C(C)(C)C.[Br:13][C:14]1[CH:22]=[CH:21][C:20]([C:23]([O:25][CH3:26])=[O:24])=[C:19]2[C:15]=1[CH:16]=[CH:17][N:18]2[S:27]([C:30]1[CH:36]=[CH:35][C:33]([CH3:34])=[CH:32][CH:31]=1)(=[O:29])=[O:28].[I:37]I. The catalyst is C1COCC1.CCCCC. The product is [Br:13][C:14]1[CH:22]=[CH:21][C:20]([C:23]([O:25][CH3:26])=[O:24])=[C:19]2[C:15]=1[CH:16]=[C:17]([I:37])[N:18]2[S:27]([C:30]1[CH:31]=[CH:32][C:33]([CH3:34])=[CH:35][CH:36]=1)(=[O:29])=[O:28]. The yield is 0.380.